Dataset: Full USPTO retrosynthesis dataset with 1.9M reactions from patents (1976-2016). Task: Predict the reactants needed to synthesize the given product. (1) The reactants are: C(C1OC[C@H](C(C)(C)C)N=1)(C1OC[C@H](C(C)(C)C)N=1)(C)C.C(OC(=O)C=[N+]=[N-])C.[Br:30][C:31]1[CH:36]=[CH:35][C:34]([C@@H:37]2[CH2:39][C@H:38]2[C:40]([O:42]CC)=[O:41])=[CH:33][CH:32]=1.BrC1C=CC(C=C)=CC=1.[Li+].[OH-]. Given the product [Br:30][C:31]1[CH:32]=[CH:33][C:34]([C@@H:37]2[CH2:39][C@H:38]2[C:40]([OH:42])=[O:41])=[CH:35][CH:36]=1, predict the reactants needed to synthesize it. (2) Given the product [C:23]([C:27]1[CH:51]=[CH:50][C:30]([CH2:31][N:32]2[CH2:36][CH2:35][N:34]([CH2:37][C:38]3[CH:43]=[CH:42][C:41]([NH:44][S:45]([CH3:48])(=[O:47])=[O:46])=[CH:40][CH:39]=3)[C:33]2=[S:10])=[CH:29][CH:28]=1)([CH3:26])([CH3:25])[CH3:24], predict the reactants needed to synthesize it. The reactants are: COC1C=CC(P2(SP(C3C=CC(OC)=CC=3)(=S)S2)=[S:10])=CC=1.[C:23]([C:27]1[CH:51]=[CH:50][C:30]([CH2:31][N:32]2[CH2:36][CH2:35][N:34]([CH2:37][C:38]3[CH:43]=[CH:42][C:41]([NH:44][S:45]([CH3:48])(=[O:47])=[O:46])=[CH:40][CH:39]=3)[C:33]2=O)=[CH:29][CH:28]=1)([CH3:26])([CH3:25])[CH3:24].C1(C)C=CC=CC=1. (3) Given the product [OH:14][CH2:13][CH2:12][N:11]([C:6]1[CH:5]=[CH:4][C:3]([N+:8]([O-:10])=[O:9])=[CH:2][CH:7]=1)[CH2:15][CH2:16][OH:17], predict the reactants needed to synthesize it. The reactants are: F[C:2]1[CH:7]=[CH:6][CH:5]=[CH:4][C:3]=1[N+:8]([O-:10])=[O:9].[NH:11]([CH2:15][CH2:16][OH:17])[CH2:12][CH2:13][OH:14]. (4) Given the product [CH2:17]([C:6]1[C:5]([CH3:25])=[N:4][N:3]([CH2:1][CH3:2])[C:7]=1[O:8][C:9]1[CH:10]=[CH:11][C:12]([O:15][CH3:16])=[CH:13][CH:14]=1)[C:19]1[CH:24]=[CH:23][CH:22]=[CH:21][CH:20]=1, predict the reactants needed to synthesize it. The reactants are: [CH2:1]([N:3]1[C:7]([O:8][C:9]2[CH:14]=[CH:13][C:12]([O:15][CH3:16])=[CH:11][CH:10]=2)=[C:6]([CH:17]([C:19]2[CH:24]=[CH:23][CH:22]=[CH:21][CH:20]=2)O)[C:5]([CH3:25])=[N:4]1)[CH3:2].C([SiH](CC)CC)C. (5) Given the product [N:7]1[CH:12]=[CH:11][CH:10]=[C:9]([C:13]2[CH:21]=[CH:20][C:16]([CH2:17][OH:18])=[CH:15][CH:14]=2)[CH:8]=1, predict the reactants needed to synthesize it. The reactants are: [H-].[H-].[H-].[H-].[Li+].[Al+3].[N:7]1[CH:12]=[CH:11][CH:10]=[C:9]([C:13]2[CH:21]=[CH:20][C:16]([C:17](O)=[O:18])=[CH:15][CH:14]=2)[CH:8]=1.O.[OH-].[K+]. (6) The reactants are: [Br:1][C:2]1[C:7]([OH:8])=[CH:6][CH:5]=[C:4]([CH2:9][OH:10])[N:3]=1.[C:11]([O-])([O-])=O.[K+].[K+].IC. Given the product [Br:1][C:2]1[N:3]=[C:4]([CH2:9][OH:10])[CH:5]=[CH:6][C:7]=1[O:8][CH3:11], predict the reactants needed to synthesize it. (7) Given the product [CH2:7]([O:12][CH2:11][CH2:10][CH2:9][CH2:8][OH:13])[C:1]1[CH:6]=[CH:5][CH:4]=[CH:3][CH:2]=1, predict the reactants needed to synthesize it. The reactants are: [C:1]1([CH3:7])[CH:6]=[CH:5][CH:4]=[CH:3][CH:2]=1.[CH2:8]([OH:13])[CH2:9][CH2:10][CH2:11][OH:12].[OH-].[Na+].C(Cl)C1C=CC=CC=1.